This data is from Full USPTO retrosynthesis dataset with 1.9M reactions from patents (1976-2016). The task is: Predict the reactants needed to synthesize the given product. (1) Given the product [F:1][C:2]1[C:26]([CH3:27])=[CH:25][CH:24]=[C:23]([F:28])[C:3]=1[CH2:4][O:5][C:6]([N:8]1[CH2:13][CH2:12][NH:11][CH2:10][C@H:9]1[CH2:21][CH3:22])=[O:7], predict the reactants needed to synthesize it. The reactants are: [F:1][C:2]1[C:26]([CH3:27])=[CH:25][CH:24]=[C:23]([F:28])[C:3]=1[CH2:4][O:5][C:6]([N:8]1[CH2:13][CH2:12][N:11](C(OC(C)(C)C)=O)[CH2:10][C@H:9]1[CH2:21][CH3:22])=[O:7].Cl.O.[OH-].[Na+]. (2) Given the product [C:6]1([CH2:5][CH2:4][CH2:21][N:28]2[C:40]3[C:39]([CH3:41])=[N:38][C:37]([C:42]([O:44][CH2:45][CH3:46])=[O:43])=[CH:36][C:35]=3[C:34]3[C:29]2=[CH:30][CH:31]=[CH:32][CH:33]=3)[CH:11]=[CH:10][CH:9]=[CH:8][CH:7]=1, predict the reactants needed to synthesize it. The reactants are: C1C2N[C:11]3[C:6](=[CH:7][CH:8]=[CH:9][CH:10]=3)[C:5]=2[CH:4]=C(C(OCC)=O)N=1.[H-].[Na+].[CH2:21]([N:28]1[C:40]2[C:39]([CH3:41])=[N:38][C:37]([C:42]([O:44][CH2:45][CH3:46])=[O:43])=[CH:36][C:35]=2[C:34]2[C:29]1=[CH:30][CH:31]=[CH:32][CH:33]=2)C1C=CC=CC=1. (3) Given the product [F:1][C:2]1[CH:9]=[CH:8][C:5]([C:6]#[N:7])=[CH:4][C:3]=1[C:10]([C:12]1[CH:21]=[CH:20][C:19]2[C:14](=[CH:15][CH:16]=[C:17]([OH:22])[CH:18]=2)[CH:13]=1)=[O:11], predict the reactants needed to synthesize it. The reactants are: [F:1][C:2]1[CH:9]=[CH:8][C:5]([C:6]#[N:7])=[CH:4][C:3]=1[C:10]([C:12]1[CH:21]=[CH:20][C:19]2[C:14](=[CH:15][CH:16]=[C:17]([O:22]C)[CH:18]=2)[CH:13]=1)=[O:11].B(Br)(Br)Br. (4) Given the product [C:1]([O:5][C:6]([N:8]1[CH2:13][CH2:12][N:11]([C:14]2[CH:19]=[CH:18][CH:17]=[C:16]3[C:15]=2[CH2:29][NH:30][C:39](=[O:41])[N:20]3[CH2:21][C:22]2[CH:27]=[CH:26][C:25]([F:28])=[CH:24][CH:23]=2)[CH2:10][CH2:9]1)=[O:7])([CH3:4])([CH3:2])[CH3:3], predict the reactants needed to synthesize it. The reactants are: [C:1]([O:5][C:6]([N:8]1[CH2:13][CH2:12][N:11]([C:14]2[CH:19]=[CH:18][CH:17]=[C:16]([NH:20][CH2:21][C:22]3[CH:27]=[CH:26][C:25]([F:28])=[CH:24][CH:23]=3)[C:15]=2[CH2:29][NH2:30])[CH2:10][CH2:9]1)=[O:7])([CH3:4])([CH3:3])[CH3:2].CCN(CC)CC.Cl[C:39](Cl)([O:41]C(=O)OC(Cl)(Cl)Cl)Cl.